Dataset: Reaction yield outcomes from USPTO patents with 853,638 reactions. Task: Predict the reaction yield, written as a fraction of the theoretical maximum amount of product (1.0 means a 100% yield; for example, 0.34 means a 34% yield). The reactants are [OH:1][CH2:2][C:3]1[S:4][CH:5]=[C:6]([CH3:8])[CH:7]=1.N1C=CN=C1.[Si:14](Cl)([C:17]([CH3:20])([CH3:19])[CH3:18])([CH3:16])[CH3:15].O. The catalyst is CN(C)C=O. The product is [C:17]([Si:14]([CH3:16])([CH3:15])[O:1][CH2:2][C:3]1[S:4][CH:5]=[C:6]([CH3:8])[CH:7]=1)([CH3:20])([CH3:19])[CH3:18]. The yield is 0.740.